This data is from Forward reaction prediction with 1.9M reactions from USPTO patents (1976-2016). The task is: Predict the product of the given reaction. (1) Given the reactants [Br:1][C:2]1[CH:3]=[CH:4][C:5](=[O:8])[NH:6][CH:7]=1.[CH:9](I)([CH3:11])[CH3:10], predict the reaction product. The product is: [Br:1][C:2]1[CH:3]=[CH:4][C:5](=[O:8])[N:6]([CH:9]([CH3:11])[CH3:10])[CH:7]=1. (2) Given the reactants [Br:1][C:2]1[CH:3]=[C:4]([O:12]C)[C:5]([Cl:11])=[C:6]([CH:10]=1)[C:7]([OH:9])=O.[C:14](Cl)(=O)[C:15](Cl)=O.CN(C=O)C.[Al+3].[Cl-].[Cl-].[Cl-], predict the reaction product. The product is: [Br:1][C:2]1[CH:3]=[C:4]([OH:12])[C:5]([Cl:11])=[C:6]([C:7]([C:15]2[CH:14]=[CH:6][CH:10]=[CH:2][CH:3]=2)=[O:9])[CH:10]=1.